This data is from Full USPTO retrosynthesis dataset with 1.9M reactions from patents (1976-2016). The task is: Predict the reactants needed to synthesize the given product. (1) Given the product [CH3:1][O:2][C:3]1[CH:22]=[CH:21][CH:20]=[CH:19][C:4]=1[CH2:5][NH:6][C:7]1[CH:16]=[CH:15][C:14]2[C:9](=[CH:10][CH:11]=[CH:12][C:13]=2/[CH:17]=[CH:18]/[C:24]2[CH:25]=[N:26][CH:27]=[CH:28][CH:29]=2)[N:8]=1, predict the reactants needed to synthesize it. The reactants are: [CH3:1][O:2][C:3]1[CH:22]=[CH:21][CH:20]=[CH:19][C:4]=1[CH2:5][NH:6][C:7]1[CH:16]=[CH:15][C:14]2[C:9](=[CH:10][CH:11]=[CH:12][C:13]=2[CH:17]=[CH2:18])[N:8]=1.Br[C:24]1[CH:25]=[N:26][CH:27]=[CH:28][CH:29]=1. (2) Given the product [C:1]([C:3]1[S:4][CH:5]=[C:6]([C:9]2[C:10]([CH3:17])=[CH:11][C:12]([CH3:16])=[CH:13][C:14]=2[CH3:15])[C:7]=1[NH:8][C:18](=[O:20])[CH3:19])#[N:2], predict the reactants needed to synthesize it. The reactants are: [C:1]([C:3]1[S:4][CH:5]=[C:6]([C:9]2[C:14]([CH3:15])=[CH:13][C:12]([CH3:16])=[CH:11][C:10]=2[CH3:17])[C:7]=1[NH2:8])#[N:2].[C:18](OC(=O)C)(=[O:20])[CH3:19].C(OCC)(=O)C.C([O-])(O)=O.[Na+]. (3) Given the product [C:13]1([C:19]2[C:28]([CH:29]([OH:30])[C:3]3[CH:8]=[CH:7][C:6]([C:9]([F:12])([F:11])[F:10])=[CH:5][CH:4]=3)=[C:27]([CH:31]([CH3:32])[CH3:33])[CH:26]=[C:25]3[C:20]=2[C:21](=[O:36])[CH2:22][C:23]([CH3:34])([CH3:35])[O:24]3)[CH2:18][CH2:17][CH2:16][CH2:15][CH:14]=1, predict the reactants needed to synthesize it. The reactants are: Br[Mg][C:3]1[CH:8]=[CH:7][C:6]([C:9]([F:12])([F:11])[F:10])=[CH:5][CH:4]=1.[C:13]1([C:19]2[C:28]([CH:29]=[O:30])=[C:27]([CH:31]([CH3:33])[CH3:32])[CH:26]=[C:25]3[C:20]=2[C:21](=[O:36])[CH2:22][C:23]([CH3:35])([CH3:34])[O:24]3)[CH2:18][CH2:17][CH2:16][CH2:15][CH:14]=1.C(=O)(O)[O-].[Na+]. (4) Given the product [NH2:53][C:51]([C:45]1[CH:46]=[C:47]([C:61]2[CH:62]=[CH:63][C:58]([F:57])=[CH:59][CH:60]=2)[CH:48]=[C:49]2[C:44]=1[NH:43][CH:42]=[C:41]2[CH:39]1[CH2:40][CH2:35][N:36]([C:54]([O:56][C:2]([CH3:4])([CH3:3])[CH3:1])=[O:55])[CH2:37][CH2:38]1)=[O:52], predict the reactants needed to synthesize it. The reactants are: [CH3:1][C:2](C1[CH2:3][CH:2]([C:4]2C3C(=C(C(N)=O)C=C(C4SC=CC=4)C=3)NC=2)[CH2:1]CN1C([O-])=O)([CH3:4])[CH3:3].CC([CH:35]1[CH2:40][CH:39]([C:41]2[C:49]3[C:44](=[C:45]([C:51]([NH2:53])=[O:52])[CH:46]=[C:47](Br)[CH:48]=3)[NH:43][CH:42]=2)[CH2:38][CH2:37][N:36]1[C:54]([O-:56])=[O:55])(C)C.[F:57][C:58]1[CH:63]=[CH:62][C:61](B(O)O)=[CH:60][CH:59]=1.C(=O)([O-])[O-].[K+].[K+]. (5) The reactants are: [OH:1][C:2]1[CH:3]=[N:4][C:5]2[C:10]([C:11]=1[CH:12]=O)=[CH:9][CH:8]=[CH:7][CH:6]=2.C(O[C:19](=[O:30])[NH:20][C@H:21]1[CH2:26][CH2:25][C@H:24]([CH2:27][CH:28]=O)[CH2:23][CH2:22]1)(C)(C)C.[O:31]=[C:32]1[NH:37][C:36]2[CH:38]=[C:39](C(O)=O)[CH:40]=[CH:41][C:35]=2[S:34][CH2:33]1. Given the product [O:1]1[C:2]2[CH:3]=[N:4][C:5]3[C:10](=[CH:9][CH:8]=[CH:7][CH:6]=3)[C:11]=2[CH2:12][CH:27]([C@H:24]2[CH2:23][CH2:22][C@H:21]([NH:20][C:19]([C:39]3[CH:40]=[CH:41][C:35]4[S:34][CH2:33][C:32](=[O:31])[NH:37][C:36]=4[CH:38]=3)=[O:30])[CH2:26][CH2:25]2)[CH2:28]1, predict the reactants needed to synthesize it.